This data is from Catalyst prediction with 721,799 reactions and 888 catalyst types from USPTO. The task is: Predict which catalyst facilitates the given reaction. Reactant: [CH3:1][N:2]1[C:6](=[O:7])[CH:5]=[CH:4][C:3]1=[O:8].FC(F)(F)C(O)=O.CO[CH2:18][N:19]([CH2:25][C:26]1[CH:31]=[CH:30][CH:29]=[CH:28][CH:27]=1)[CH2:20][Si](C)(C)C. Product: [CH2:25]([N:19]1[CH2:20][CH:4]2[C:3](=[O:8])[N:2]([CH3:1])[C:6](=[O:7])[CH:5]2[CH2:18]1)[C:26]1[CH:31]=[CH:30][CH:29]=[CH:28][CH:27]=1. The catalyst class is: 2.